This data is from Peptide-MHC class I binding affinity with 185,985 pairs from IEDB/IMGT. The task is: Regression. Given a peptide amino acid sequence and an MHC pseudo amino acid sequence, predict their binding affinity value. This is MHC class I binding data. (1) The peptide sequence is GTYKRVTEK. The MHC is HLA-B14:02 with pseudo-sequence HLA-B14:02. The binding affinity (normalized) is 0.213. (2) The peptide sequence is CWFANTNLI. The MHC is HLA-A24:02 with pseudo-sequence HLA-A24:02. The binding affinity (normalized) is 0.625. (3) The peptide sequence is ITASKDLCF. The MHC is HLA-A02:01 with pseudo-sequence HLA-A02:01. The binding affinity (normalized) is 0.0847. (4) The peptide sequence is THADVPVVL. The MHC is HLA-B58:01 with pseudo-sequence HLA-B58:01. The binding affinity (normalized) is 0.0847. (5) The peptide sequence is ELNKGWFGA. The MHC is HLA-B46:01 with pseudo-sequence HLA-B46:01. The binding affinity (normalized) is 0.0847. (6) The peptide sequence is LFDVIPVSY. The MHC is HLA-A29:02 with pseudo-sequence HLA-A29:02. The binding affinity (normalized) is 0.611. (7) The peptide sequence is NSQIFNIISY. The MHC is HLA-A31:01 with pseudo-sequence HLA-A31:01. The binding affinity (normalized) is 0.336. (8) The peptide sequence is RPTAPSSGRG. The MHC is Mamu-A2201 with pseudo-sequence Mamu-A2201. The binding affinity (normalized) is 0.0854. (9) The peptide sequence is LSIPNFNQYE. The MHC is H-2-Db with pseudo-sequence H-2-Db. The binding affinity (normalized) is 0.436.